This data is from Forward reaction prediction with 1.9M reactions from USPTO patents (1976-2016). The task is: Predict the product of the given reaction. (1) Given the reactants [OH:1][C@@:2]([CH3:31])([CH2:28][CH:29]=[CH2:30])[C@@H:3]([NH:5][C:6]([C:8]1[C:16]2[C:11](=[N:12][CH:13]=[C:14]([CH:17]3[CH2:19][CH2:18]3)[N:15]=2)[N:10]([CH2:20][O:21][CH2:22][CH2:23][Si:24]([CH3:27])([CH3:26])[CH3:25])[CH:9]=1)=[O:7])[CH3:4].[N+](=[CH2:34])=[N-], predict the reaction product. The product is: [CH:29]1([CH2:28][C@@:2]([OH:1])([CH3:31])[C@@H:3]([NH:5][C:6]([C:8]2[C:16]3[C:11](=[N:12][CH:13]=[C:14]([CH:17]4[CH2:19][CH2:18]4)[N:15]=3)[N:10]([CH2:20][O:21][CH2:22][CH2:23][Si:24]([CH3:26])([CH3:25])[CH3:27])[CH:9]=2)=[O:7])[CH3:4])[CH2:34][CH2:30]1. (2) Given the reactants [CH3:1][C:2]1[S:6][C:5]([C:7](Cl)=[O:8])=[CH:4][CH:3]=1.[CH3:10][N:11]([CH3:29])[CH:12]1[CH2:16][CH2:15][N:14]([C:17]2[C:25]3[S:24][C:23]([NH2:26])=[N:22][C:21]=3[C:20]([O:27][CH3:28])=[CH:19][CH:18]=2)[CH2:13]1, predict the reaction product. The product is: [CH3:10][N:11]([CH3:29])[CH:12]1[CH2:16][CH2:15][N:14]([C:17]2[C:25]3[S:24][C:23]([NH:26][C:7]([C:5]4[S:6][C:2]([CH3:1])=[CH:3][CH:4]=4)=[O:8])=[N:22][C:21]=3[C:20]([O:27][CH3:28])=[CH:19][CH:18]=2)[CH2:13]1. (3) Given the reactants Br[C:2]1[CH:14]=[CH:13][C:5]([C:6]([O:8][C:9]([CH3:12])([CH3:11])[CH3:10])=[O:7])=[CH:4][CH:3]=1.[Cl:15][C:16]1[CH:17]=[C:18]2[C:23](=[CH:24][C:25]=1[OH:26])[O:22][CH2:21][CH2:20][CH:19]2[C:27]([O:29][CH2:30][CH3:31])=[O:28].Cl.CN(C)CC(O)=O.C(=O)([O-])[O-].[Cs+].[Cs+].C, predict the reaction product. The product is: [C:9]([O:8][C:6]([C:5]1[CH:13]=[CH:14][C:2]([O:26][C:25]2[CH:24]=[C:23]3[C:18]([CH:19]([C:27]([O:29][CH2:30][CH3:31])=[O:28])[CH2:20][CH2:21][O:22]3)=[CH:17][C:16]=2[Cl:15])=[CH:3][CH:4]=1)=[O:7])([CH3:12])([CH3:11])[CH3:10]. (4) Given the reactants Br[C:2]1[CH:7]=[CH:6][C:5]([C:8]#[N:9])=[CH:4][N:3]=1.[CH:10]([NH2:13])([CH3:12])[CH3:11], predict the reaction product. The product is: [CH:10]([NH:13][C:2]1[CH:7]=[CH:6][C:5]([C:8]#[N:9])=[CH:4][N:3]=1)([CH3:12])[CH3:11]. (5) The product is: [CH3:11][N:10]([CH3:14])[C:4]1[S:5][C:6]([C:7](=[O:9])[CH3:8])=[C:2]([CH3:1])[N:3]=1. Given the reactants [CH3:1][C:2]1[N:3]=[C:4]([NH:10][CH3:11])[S:5][C:6]=1[C:7](=[O:9])[CH3:8].[H-].[Na+].[CH3:14]I, predict the reaction product. (6) Given the reactants [OH:1][C:2]1[CH:3]=[C:4]([CH:9]=[C:10]([O:12][C@H:13]2[CH2:17][CH2:16][N:15]([CH3:18])[C:14]2=[O:19])[CH:11]=1)[C:5]([O:7][CH3:8])=[O:6].[N:20]1([C:24]([C:26]2[CH:31]=[N:30][C:29](Cl)=[CH:28][N:27]=2)=[O:25])[CH2:23][CH2:22][CH2:21]1.C(=O)([O-])[O-], predict the reaction product. The product is: [N:20]1([C:24]([C:26]2[N:27]=[CH:28][C:29]([O:1][C:2]3[CH:3]=[C:4]([CH:9]=[C:10]([O:12][C@H:13]4[CH2:17][CH2:16][N:15]([CH3:18])[C:14]4=[O:19])[CH:11]=3)[C:5]([O:7][CH3:8])=[O:6])=[N:30][CH:31]=2)=[O:25])[CH2:23][CH2:22][CH2:21]1. (7) Given the reactants [Br:1][C:2]1[C:3]([CH3:10])=[C:4]([CH2:8][OH:9])[CH:5]=[CH:6][CH:7]=1, predict the reaction product. The product is: [Br:1][C:2]1[C:3]([CH3:10])=[C:4]([CH:5]=[CH:6][CH:7]=1)[CH:8]=[O:9].